From a dataset of Catalyst prediction with 721,799 reactions and 888 catalyst types from USPTO. Predict which catalyst facilitates the given reaction. Reactant: C([O:4][C:5](=[O:22])[CH:6]=[CH:7][C:8]1[CH:13]=[CH:12][C:11]([O:14][CH2:15][CH:16]=[CH2:17])=[C:10]([O:18][CH2:19][CH:20]=[CH2:21])[CH:9]=1)C=C.[OH-].[Na+]. Product: [CH2:19]([O:18][C:10]1[CH:9]=[C:8]([CH:7]=[CH:6][C:5]([OH:22])=[O:4])[CH:13]=[CH:12][C:11]=1[O:14][CH2:15][CH:16]=[CH2:17])[CH:20]=[CH2:21]. The catalyst class is: 5.